From a dataset of HIV replication inhibition screening data with 41,000+ compounds from the AIDS Antiviral Screen. Binary Classification. Given a drug SMILES string, predict its activity (active/inactive) in a high-throughput screening assay against a specified biological target. (1) The molecule is CN(COC(=O)C(C)(C)C)c1nc(N(C)COC(=O)C(C)(C)C)nc(N(C)COC(=O)C(C)(C)C)n1. The result is 0 (inactive). (2) The molecule is CC(=O)c1c2c(cc3c1CC1(C3)Cc3cc4c(c(C(C)=O)c3C1)CCCC4)CCCC2. The result is 0 (inactive). (3) The drug is COC1=CC(=C(c2ccc(O)c(OC)c2)c2ccc(O)c(OC)c2)C=CC1=O. The result is 0 (inactive). (4) The drug is O=C(NC1=NC2C=CC([N+](=O)[O-])=CC2S1)C(=O)Nn1c(=S)[nH]c2ccccc2c1=O. The result is 0 (inactive). (5) The drug is CC=C1C=CC2c3[nH]c4ccccc4c3CCN2C1. The result is 0 (inactive).